Dataset: NCI-60 drug combinations with 297,098 pairs across 59 cell lines. Task: Regression. Given two drug SMILES strings and cell line genomic features, predict the synergy score measuring deviation from expected non-interaction effect. Drug 1: C1CCC(C1)C(CC#N)N2C=C(C=N2)C3=C4C=CNC4=NC=N3. Drug 2: CC1CCC2CC(C(=CC=CC=CC(CC(C(=O)C(C(C(=CC(C(=O)CC(OC(=O)C3CCCCN3C(=O)C(=O)C1(O2)O)C(C)CC4CCC(C(C4)OC)O)C)C)O)OC)C)C)C)OC. Cell line: CAKI-1. Synergy scores: CSS=37.1, Synergy_ZIP=-3.30, Synergy_Bliss=-4.16, Synergy_Loewe=-9.41, Synergy_HSA=2.20.